From a dataset of Reaction yield outcomes from USPTO patents with 853,638 reactions. Predict the reaction yield, written as a fraction of the theoretical maximum amount of product (1.0 means a 100% yield; for example, 0.34 means a 34% yield). (1) The reactants are [N:1]1[C:10]2[C:5](=[CH:6][C:7]([C:11]([OH:13])=O)=[CH:8][CH:9]=2)[N:4]=[CH:3][CH:2]=1.CN([C:17]([O:21][N:22]1N=NC2C=CC=N[C:23]1=2)=[N+](C)C)C.F[P-](F)(F)(F)(F)F.CCN(C(C)C)C(C)C.Cl.CONC. The catalyst is CN(C=O)C. The product is [CH3:17][O:21][N:22]([CH3:23])[C:11]([C:7]1[CH:6]=[C:5]2[C:10](=[CH:9][CH:8]=1)[N:1]=[CH:2][CH:3]=[N:4]2)=[O:13]. The yield is 0.800. (2) The reactants are [CH3:1][O:2][C:3]1[CH:8]=[CH:7][C:6]([C:9]2[N:10]=[C:11]([NH2:15])[S:12][C:13]=2[CH3:14])=[CH:5][CH:4]=1.[N:16]1([C:21](N2C=CN=C2)=[S:22])[CH:20]=[CH:19][N:18]=[CH:17]1. The catalyst is C(#N)C. The product is [CH3:1][O:2][C:3]1[CH:4]=[CH:5][C:6]([C:9]2[N:10]=[C:11]([NH:15][C:21]([N:16]3[CH:20]=[CH:19][N:18]=[CH:17]3)=[S:22])[S:12][C:13]=2[CH3:14])=[CH:7][CH:8]=1. The yield is 0.870.